From a dataset of Forward reaction prediction with 1.9M reactions from USPTO patents (1976-2016). Predict the product of the given reaction. (1) Given the reactants [O:1]=[C:2]1[NH:11][C:10]2[C:5](=[CH:6][CH:7]=[CH:8][CH:9]=2)[NH:4][CH:3]1[CH2:12][C:13](N)=[O:14].Cl.[OH-:17].[Na+], predict the reaction product. The product is: [O:1]=[C:2]1[NH:11][C:10]2[C:5](=[CH:6][CH:7]=[CH:8][CH:9]=2)[NH:4][CH:3]1[CH2:12][C:13]([OH:14])=[O:17]. (2) Given the reactants Cl.Cl.[C:3]([C:7]1[CH:12]=[CH:11][CH:10]=[CH:9][C:8]=1[N:13]1[CH2:18][CH2:17][NH:16][CH2:15][CH2:14]1)([CH3:6])([CH3:5])[CH3:4].Cl[C:20]([C:22]1[CH:31]=[CH:30][C:25]([C:26]([O:28][CH3:29])=[O:27])=[CH:24][CH:23]=1)=[O:21].C(N(CC)CC)C.O1CCCC1, predict the reaction product. The product is: [C:3]([C:7]1[CH:12]=[CH:11][CH:10]=[CH:9][C:8]=1[N:13]1[CH2:18][CH2:17][N:16]([C:20]([C:22]2[CH:31]=[CH:30][C:25]([C:26]([O:28][CH3:29])=[O:27])=[CH:24][CH:23]=2)=[O:21])[CH2:15][CH2:14]1)([CH3:6])([CH3:4])[CH3:5]. (3) Given the reactants CN(C)/[CH:3]=[C:4]1\[C:5](=O)[CH:6]([C:10]2[CH:15]=[C:14]([F:16])[C:13]([F:17])=[C:12]([F:18])[CH:11]=2)[CH2:7][CH2:8][CH2:9]\1.[N+]([O-])(O)=O.[N+]([O-])(O)=O.[CH3:29][O:30][C:31]1[CH:32]=[C:33]([NH:43][C:44]([NH2:46])=[NH:45])[CH:34]=[CH:35][C:36]=1[N:37]1[CH:41]=[C:40]([CH3:42])[N:39]=[CH:38]1, predict the reaction product. The product is: [CH3:29][O:30][C:31]1[CH:32]=[C:33]([NH:43][C:44]2[N:46]=[CH:3][C:4]3[CH2:9][CH2:8][CH2:7][CH:6]([C:10]4[CH:11]=[C:12]([F:18])[C:13]([F:17])=[C:14]([F:16])[CH:15]=4)[C:5]=3[N:45]=2)[CH:34]=[CH:35][C:36]=1[N:37]1[CH:41]=[C:40]([CH3:42])[N:39]=[CH:38]1. (4) The product is: [C:27]1([C:33]2[N:37]=[C:36]([NH:38][C:13]([C:10]3[CH:11]=[N:12][C:7]([C:1]4[CH:2]=[CH:3][CH:4]=[CH:5][CH:6]=4)=[N:8][CH:9]=3)=[O:15])[S:35][N:34]=2)[CH:28]=[CH:29][CH:30]=[CH:31][CH:32]=1. Given the reactants [C:1]1([C:7]2[N:12]=[CH:11][C:10]([C:13]([OH:15])=O)=[CH:9][N:8]=2)[CH:6]=[CH:5][CH:4]=[CH:3][CH:2]=1.C(Cl)(=O)C(Cl)=O.CN(C=O)C.[C:27]1([C:33]2[N:37]=[C:36]([NH2:38])[S:35][N:34]=2)[CH:32]=[CH:31][CH:30]=[CH:29][CH:28]=1, predict the reaction product. (5) Given the reactants [H-].[Na+].[OH:3][CH:4]([CH2:10][CH3:11])[C:5]([O:7][CH2:8][CH3:9])=[O:6].Cl[C:13]1[CH:14]=[CH:15][C:16]2[N:17]([C:19]([C:22]3[S:23][CH:24]=[CH:25][CH:26]=3)=[N:20][N:21]=2)[N:18]=1, predict the reaction product. The product is: [S:23]1[CH:24]=[CH:25][CH:26]=[C:22]1[C:19]1[N:17]2[N:18]=[C:13]([O:3][CH:4]([CH2:10][CH3:11])[C:5]([O:7][CH2:8][CH3:9])=[O:6])[CH:14]=[CH:15][C:16]2=[N:21][N:20]=1. (6) Given the reactants [N+:1]([C:4]1[CH:9]=[CH:8][CH:7]=[CH:6][C:5]=1F)([O-:3])=[O:2].[NH2:11][C:12]1[CH:17]=[CH:16][C:15]([CH2:18][C:19]([OH:21])=[O:20])=[CH:14][CH:13]=1.[F-].[K+], predict the reaction product. The product is: [N+:1]([C:4]1[CH:9]=[CH:8][CH:7]=[CH:6][C:5]=1[NH:11][C:12]1[CH:13]=[CH:14][C:15]([CH2:18][C:19]([OH:21])=[O:20])=[CH:16][CH:17]=1)([O-:3])=[O:2].